This data is from Forward reaction prediction with 1.9M reactions from USPTO patents (1976-2016). The task is: Predict the product of the given reaction. (1) Given the reactants [Cl:1][C:2]1[CH:16]=[CH:15][CH:14]=[CH:13][C:3]=1[CH2:4][NH:5][C:6]1[CH:11]=[CH:10][CH:9]=[C:8]([F:12])[N:7]=1.[Br:17]N1C(=O)CCC1=O.C(=O)([O-])[O-].[K+].[K+], predict the reaction product. The product is: [Br:17][C:9]1[CH:10]=[CH:11][C:6]([NH:5][CH2:4][C:3]2[CH:13]=[CH:14][CH:15]=[CH:16][C:2]=2[Cl:1])=[N:7][C:8]=1[F:12]. (2) Given the reactants [CH:1]1([O:6][C:7]2[CH:8]=[C:9]([CH:21]=[CH:22][C:23]=2[O:24][CH3:25])[C:10]([C@H:12]2[CH2:20][CH:19]=[CH:18][CH2:17][C@H:13]2[C:14](O)=[O:15])=O)[CH2:5][CH2:4][CH2:3][CH2:2]1.O.[NH2:27][NH2:28], predict the reaction product. The product is: [CH:1]1([O:6][C:7]2[CH:8]=[C:9]([C:10]3[C@H:12]4[C@H:13]([CH2:17][CH:18]=[CH:19][CH2:20]4)[C:14](=[O:15])[NH:28][N:27]=3)[CH:21]=[CH:22][C:23]=2[O:24][CH3:25])[CH2:5][CH2:4][CH2:3][CH2:2]1. (3) Given the reactants [CH2:1]([C@@H:5]([CH2:11][C:12]([O-:14])=[O:13])[CH2:6][C:7]([O:9][CH3:10])=[O:8])[CH:2]([CH3:4])[CH3:3].[CH2:15](C(CC([O-])=O)CC(OC)=O)[CH:16]([CH3:18])[CH3:17].C(O)(C)(C)C.CN(C1C=CC=CN=1)C.C1(N=C=NC2CCCCC2)CCCCC1, predict the reaction product. The product is: [CH2:1]([C@@H:5]([CH2:11][C:12]([O:14][C:16]([CH3:18])([CH3:17])[CH3:15])=[O:13])[CH2:6][C:7]([O:9][CH3:10])=[O:8])[CH:2]([CH3:4])[CH3:3]. (4) Given the reactants [NH2:1][C:2]1[N:6]([C:7]2[CH:8]=[N:9][CH:10]=[CH:11][CH:12]=2)[N:5]=[CH:4][C:3]=1[C:13]([O:15]CC)=[O:14].[OH-].[Na+:19], predict the reaction product. The product is: [NH2:1][C:2]1[N:6]([C:7]2[CH:8]=[N:9][CH:10]=[CH:11][CH:12]=2)[N:5]=[CH:4][C:3]=1[C:13]([O-:15])=[O:14].[Na+:19].